From a dataset of Full USPTO retrosynthesis dataset with 1.9M reactions from patents (1976-2016). Predict the reactants needed to synthesize the given product. (1) Given the product [C:28]1([C:27]([C:34]2[CH:35]=[CH:36][CH:37]=[CH:38][CH:39]=2)([C:40]2[CH:41]=[CH:42][CH:43]=[CH:44][CH:45]=2)[OH:61])[CH:29]=[CH:30][CH:31]=[CH:32][CH:33]=1, predict the reactants needed to synthesize it. The reactants are: CCCC1N(CC2C=CC(C3C(C4N([C:27]([C:40]5[CH:45]=[CH:44][CH:43]=[CH:42][CH:41]=5)([C:34]5[CH:39]=[CH:38][CH:37]=[CH:36][CH:35]=5)[C:28]5[CH:33]=[CH:32][CH:31]=[CH:30][CH:29]=5)N=NN=4)=CC=CC=3)=CC=2)C(C(OCC2OC(=O)OC=2C)=O)=C(C(O)(C)C)N=1.[OH2:61]. (2) Given the product [Cl:1][C:2]1[N:3]=[C:4]([N:13]2[CH2:18][CH2:17][O:16][CH2:15][CH2:14]2)[C:5]2[S:10][C:9]([CH2:11][N:23]3[CH2:24][CH2:25][CH:21]([N:20]([CH3:26])[CH3:19])[CH2:22]3)=[CH:8][C:6]=2[N:7]=1, predict the reactants needed to synthesize it. The reactants are: [Cl:1][C:2]1[N:3]=[C:4]([N:13]2[CH2:18][CH2:17][O:16][CH2:15][CH2:14]2)[C:5]2[S:10][C:9]([CH:11]=O)=[CH:8][C:6]=2[N:7]=1.[CH3:19][N:20]([CH3:26])[CH:21]1[CH2:25][CH2:24][NH:23][CH2:22]1.